Dataset: Full USPTO retrosynthesis dataset with 1.9M reactions from patents (1976-2016). Task: Predict the reactants needed to synthesize the given product. (1) Given the product [O:1]1[C:5]2[CH:6]=[CH:7][C:8]([CH2:10][C:11]3[O:12][C:16](=[O:17])[C:15]4[CH:19]=[CH:20][C:21]([S:23]([NH2:24])(=[O:26])=[O:25])=[CH:22][C:14]=4[N:13]=3)=[CH:9][C:4]=2[O:3][CH2:2]1, predict the reactants needed to synthesize it. The reactants are: [O:1]1[C:5]2[CH:6]=[CH:7][C:8]([CH2:10][C:11]([NH:13][C:14]3[CH:22]=[C:21]([S:23](=[O:26])(=[O:25])[NH2:24])[CH:20]=[CH:19][C:15]=3[C:16](O)=[O:17])=[O:12])=[CH:9][C:4]=2[O:3][CH2:2]1.C(O)(=O)C.C(OC(=O)C)(=O)C. (2) Given the product [CH3:1][O:2][C:3](=[O:16])[C:4]1[CH:13]=[C:12]([C:17]#[N:18])[C:7]([C:8]([O:10][CH3:11])=[O:9])=[CH:6][C:5]=1[NH2:15], predict the reactants needed to synthesize it. The reactants are: [CH3:1][O:2][C:3](=[O:16])[C:4]1[CH:13]=[C:12](Br)[C:7]([C:8]([O:10][CH3:11])=[O:9])=[CH:6][C:5]=1[NH2:15].[CH3:17][N:18](C=O)C. (3) Given the product [NH:5]1[C:13]2[C:8](=[CH:9][CH:10]=[C:11]([C:14]([O:16][CH3:17])=[O:15])[CH:12]=2)[CH2:7][CH2:6]1, predict the reactants needed to synthesize it. The reactants are: [BH3-]C#N.[Na+].[NH:5]1[C:13]2[C:8](=[CH:9][CH:10]=[C:11]([C:14]([O:16][CH3:17])=[O:15])[CH:12]=2)[CH:7]=[CH:6]1. (4) Given the product [Cl:19][C:6]1[CH:5]=[CH:4][C:3]([CH2:2][NH:1][C:32]([C:27]2[NH:28][C:29]3[C:25]([CH:26]=2)=[CH:24][C:23]([N+:20]([O-:22])=[O:21])=[CH:31][CH:30]=3)=[O:33])=[CH:8][C:7]=1[O:9][C:10]1[CH:11]=[C:12]([C:13]#[N:14])[CH:15]=[C:16]([Cl:18])[CH:17]=1, predict the reactants needed to synthesize it. The reactants are: [NH2:1][CH2:2][C:3]1[CH:4]=[CH:5][C:6]([Cl:19])=[C:7]([O:9][C:10]2[CH:11]=[C:12]([CH:15]=[C:16]([Cl:18])[CH:17]=2)[C:13]#[N:14])[CH:8]=1.[N+:20]([C:23]1[CH:24]=[C:25]2[C:29](=[CH:30][CH:31]=1)[NH:28][C:27]([C:32](O)=[O:33])=[CH:26]2)([O-:22])=[O:21].CN(C(ON1N=NC2C=CC=NC1=2)=[N+](C)C)C.F[P-](F)(F)(F)(F)F.CCN(C(C)C)C(C)C. (5) Given the product [CH3:1][N:2]1[C:6]([C:7]([NH:9][C:10]2[CH:11]=[C:12]([C:16]#[C:17][C:18]3[CH:23]=[N:22][CH:21]=[C:20]([CH:19]=3)[C:24]([N:26]=[S:27]([CH3:29])([C:30]3[CH:35]=[CH:34][CH:33]=[C:32]([CH2:36][C:37]([NH:41][CH2:42][CH2:43][N:44]4[CH2:49][CH2:48][O:47][CH2:46][CH2:45]4)=[O:38])[CH:31]=3)=[O:28])=[O:25])[CH:13]=[CH:14][CH:15]=2)=[O:8])=[CH:5][C:4]([CH3:40])=[N:3]1, predict the reactants needed to synthesize it. The reactants are: [CH3:1][N:2]1[C:6]([C:7]([NH:9][C:10]2[CH:11]=[C:12]([C:16]#[C:17][C:18]3[CH:19]=[C:20]([C:24]([N:26]=[S:27]([C:30]4[CH:31]=[C:32]([CH2:36][C:37](O)=[O:38])[CH:33]=[CH:34][CH:35]=4)([CH3:29])=[O:28])=[O:25])[CH:21]=[N:22][CH:23]=3)[CH:13]=[CH:14][CH:15]=2)=[O:8])=[CH:5][C:4]([CH3:40])=[N:3]1.[NH2:41][CH2:42][CH2:43][N:44]1[CH2:49][CH2:48][O:47][CH2:46][CH2:45]1. (6) Given the product [NH2:31][C:29]1[CH:28]=[CH:27][C:25]2[S:26][C:22]([C:2]3[C:3]([NH2:13])=[N:4][CH:5]=[C:6]([C:8]4[N:9]=[N:10][NH:11][N:12]=4)[CH:7]=3)=[CH:23][C:24]=2[CH:30]=1, predict the reactants needed to synthesize it. The reactants are: I[C:2]1[C:3]([NH2:13])=[N:4][CH:5]=[C:6]([C:8]2[N:9]=[N:10][NH:11][N:12]=2)[CH:7]=1.CC1(C)C(C)(C)OB([C:22]2[S:26][C:25]3[CH:27]=[CH:28][C:29]([NH2:31])=[CH:30][C:24]=3[CH:23]=2)O1.C1(P(C2C=CC=CC=2)C2C=CC=CC=2)C=CC=CC=1.C(=O)([O-])[O-].[Na+].[Na+].